This data is from Forward reaction prediction with 1.9M reactions from USPTO patents (1976-2016). The task is: Predict the product of the given reaction. (1) The product is: [Cl:1][C:2]1[C:7]([S:8]([NH:20][C:18]2[CH:17]=[C:16]([O:21][CH3:22])[N:15]=[C:14]([O:13][CH3:12])[CH:19]=2)(=[O:10])=[O:9])=[CH:6][CH:5]=[CH:4][N:3]=1. Given the reactants [Cl:1][C:2]1[C:7]([S:8](Cl)(=[O:10])=[O:9])=[CH:6][CH:5]=[CH:4][N:3]=1.[CH3:12][O:13][C:14]1[CH:19]=[C:18]([NH2:20])[CH:17]=[C:16]([O:21][CH3:22])[N:15]=1.N1C=CC=CC=1, predict the reaction product. (2) Given the reactants [Br:1][C:2]1[S:6][C:5]([C:7]([O:9][CH3:10])=[O:8])=[C:4]([CH3:11])[CH:3]=1.[Br:12]N1C(=O)CCC1=O.ClCCl, predict the reaction product. The product is: [Br:1][C:2]1[S:6][C:5]([C:7]([O:9][CH3:10])=[O:8])=[C:4]([CH2:11][Br:12])[CH:3]=1. (3) Given the reactants Br[C:2]1[S:6][C:5]([CH2:7][O:8][C:9]2[C:10]([F:19])=[C:11]([C:15]([F:18])=[CH:16][CH:17]=2)[C:12]([NH2:14])=[O:13])=[N:4][C:3]=1[C:20]1[CH:25]=[CH:24][C:23]([O:26][CH3:27])=[CH:22][CH:21]=1.O.[OH-].[Na+], predict the reaction product. The product is: [F:19][C:10]1[C:9]([O:8][CH2:7][C:5]2[S:6][CH:2]=[C:3]([C:20]3[CH:25]=[CH:24][C:23]([O:26][CH3:27])=[CH:22][CH:21]=3)[N:4]=2)=[CH:17][CH:16]=[C:15]([F:18])[C:11]=1[C:12]([NH2:14])=[O:13]. (4) Given the reactants [CH2:1]([O:8][CH:9]1[CH2:14][CH2:13][CH:12]([O:15][C:16]2[C:21]([F:22])=[CH:20][C:19](Br)=[CH:18][C:17]=2[F:24])[CH2:11][CH2:10]1)[C:2]1[CH:7]=[CH:6][CH:5]=[CH:4][CH:3]=1.[CH3:25][S:26]([C:29]1[CH:34]=[CH:33][C:32](B(O)O)=[CH:31][CH:30]=1)(=[O:28])=[O:27].C([O-])([O-])=O.[Cs+].[Cs+].CCO, predict the reaction product. The product is: [CH2:1]([O:8][CH:9]1[CH2:14][CH2:13][CH:12]([O:15][C:16]2[C:21]([F:22])=[CH:20][C:19]([C:32]3[CH:33]=[CH:34][C:29]([S:26]([CH3:25])(=[O:28])=[O:27])=[CH:30][CH:31]=3)=[CH:18][C:17]=2[F:24])[CH2:11][CH2:10]1)[C:2]1[CH:7]=[CH:6][CH:5]=[CH:4][CH:3]=1. (5) Given the reactants [BH4-].[Na+].C[O:4][C:5]([C:7]1[CH:20]=[C:19]([Cl:21])[C:18]2[C:9](=[C:10]3[C:15](=[CH:16][C:17]=2[O:22][CH3:23])[CH:14]=[CH:13][CH:12]=[N:11]3)[N:8]=1)=O, predict the reaction product. The product is: [Cl:21][C:19]1[C:18]2[C:9](=[C:10]3[C:15](=[CH:16][C:17]=2[O:22][CH3:23])[CH:14]=[CH:13][CH:12]=[N:11]3)[N:8]=[C:7]([CH2:5][OH:4])[CH:20]=1. (6) Given the reactants [I:1][C:2]1[CH:3]=[C:4]([CH:10]=[CH:11][CH:12]=1)[CH2:5][NH:6][CH:7]1[CH2:9][CH2:8]1.CI.[C:15](=O)([O-])[O-].[K+].[K+].C(=O)([O-])O.[Na+], predict the reaction product. The product is: [I:1][C:2]1[CH:3]=[C:4]([CH:10]=[CH:11][CH:12]=1)[CH2:5][N:6]([CH3:15])[CH:7]1[CH2:8][CH2:9]1.